Dataset: Peptide-MHC class I binding affinity with 185,985 pairs from IEDB/IMGT. Task: Regression. Given a peptide amino acid sequence and an MHC pseudo amino acid sequence, predict their binding affinity value. This is MHC class I binding data. (1) The MHC is HLA-B27:05 with pseudo-sequence HLA-B27:05. The binding affinity (normalized) is 0. The peptide sequence is IHSRIGQPGG. (2) The peptide sequence is LLSRVYQIL. The MHC is HLA-A02:06 with pseudo-sequence HLA-A02:06. The binding affinity (normalized) is 0.221. (3) The peptide sequence is LLTACTIFYI. The MHC is HLA-B53:01 with pseudo-sequence HLA-B53:01. The binding affinity (normalized) is 0.0756.